This data is from Reaction yield outcomes from USPTO patents with 853,638 reactions. The task is: Predict the reaction yield, written as a fraction of the theoretical maximum amount of product (1.0 means a 100% yield; for example, 0.34 means a 34% yield). (1) The reactants are [OH:1][CH:2]([C:7]1[CH:8]=[CH:9][C:10]([C:13](=O)[CH2:14][CH2:15][C:16](=O)[CH:17]([C:25]2[CH:30]=[CH:29][C:28]([S:31][CH3:32])=[CH:27][N:26]=2)[CH2:18][CH:19]2[CH2:24][CH2:23][O:22][CH2:21][CH2:20]2)=[N:11][CH:12]=1)[C:3]([OH:6])([CH3:5])[CH3:4].C([O-])(=O)C.[NH4+:39].[OH-].[Na+]. The catalyst is C(O)(=O)C. The product is [CH3:4][C:3]([OH:6])([CH3:5])[CH:2]([C:7]1[CH:12]=[N:11][C:10]([C:13]2[NH:39][C:16]([CH:17]([C:25]3[CH:30]=[CH:29][C:28]([S:31][CH3:32])=[CH:27][N:26]=3)[CH2:18][CH:19]3[CH2:24][CH2:23][O:22][CH2:21][CH2:20]3)=[CH:15][CH:14]=2)=[CH:9][CH:8]=1)[OH:1]. The yield is 0.790. (2) The reactants are [CH2:1]([O:4][C:5]1[CH:10]=[CH:9][C:8]([C:11]2[CH:15]=[C:14]([CH2:16][C:17]([OH:19])=[O:18])[O:13][N:12]=2)=[C:7]([C:20]([F:23])([F:22])[F:21])[CH:6]=1)[CH2:2][CH3:3].[CH3:24][CH2:25]O.CCN=C=NCCCN(C)C.Cl. The catalyst is C(Cl)Cl.CN(C1C=CN=CC=1)C. The product is [CH2:1]([O:4][C:5]1[CH:10]=[CH:9][C:8]([C:11]2[CH:15]=[C:14]([CH2:16][C:17]([O:19][CH2:24][CH3:25])=[O:18])[O:13][N:12]=2)=[C:7]([C:20]([F:22])([F:23])[F:21])[CH:6]=1)[CH2:2][CH3:3]. The yield is 0.940.